This data is from Reaction yield outcomes from USPTO patents with 853,638 reactions. The task is: Predict the reaction yield, written as a fraction of the theoretical maximum amount of product (1.0 means a 100% yield; for example, 0.34 means a 34% yield). (1) The catalyst is CN(C=O)C. The yield is 0.860. The product is [CH3:13][C:10]1([CH3:12])[CH2:9][CH2:8][C:7]([CH3:15])([CH3:14])[C:6]2[CH:5]=[C:4]([CH:16]=[O:17])[CH:3]=[C:2]([O:1][CH2:21][CH2:20][O:22][CH2:23][CH3:24])[C:11]1=2. The reactants are [OH:1][C:2]1[C:11]2[C:10]([CH3:13])([CH3:12])[CH2:9][CH2:8][C:7]([CH3:15])([CH3:14])[C:6]=2[CH:5]=[C:4]([CH:16]=[O:17])[CH:3]=1.[H-].[Na+].[CH2:20]([O:22][CH2:23][CH2:24]Br)[CH3:21]. (2) The reactants are [Cl:1][C:2]1[CH:7]=[C:6]([Cl:8])[CH:5]=[CH:4][C:3]=1[C:9]1[N:10]=[C:11]([CH2:16][C:17]2[CH:22]=[CH:21][C:20]([C:23]3[CH:28]=[CH:27][C:26]([OH:29])=[CH:25][CH:24]=3)=[CH:19][CH:18]=2)[N:12]([CH2:14][CH3:15])[CH:13]=1.C[O:31][C:32](=[O:45])[CH:33]([NH:37]C(OC(C)(C)C)=O)[CH2:34][CH2:35]Br.[F:46][C:47]([F:60])([F:59])[S:48](O[S:48]([C:47]([F:60])([F:59])[F:46])(=[O:50])=[O:49])(=[O:50])=[O:49].FC(F)(F)S(N)(=O)=O. No catalyst specified. The product is [Cl:1][C:2]1[CH:7]=[C:6]([Cl:8])[CH:5]=[CH:4][C:3]=1[C:9]1[N:10]=[C:11]([CH2:16][C:17]2[CH:22]=[CH:21][C:20]([C:23]3[CH:24]=[CH:25][C:26]([O:29][CH2:35][CH2:34][C@H:33]([NH:37][S:48]([C:47]([F:60])([F:59])[F:46])(=[O:50])=[O:49])[C:32]([OH:31])=[O:45])=[CH:27][CH:28]=3)=[CH:19][CH:18]=2)[N:12]([CH2:14][CH3:15])[CH:13]=1. The yield is 0.390. (3) The reactants are [O:1]=[S:2]1(=[O:19])[CH2:6][CH2:5][CH2:4][N:3]1[C:7]1[CH:12]=[CH:11][C:10]([CH:13]([CH3:17])[C:14]([OH:16])=O)=[CH:9][C:8]=1[F:18].ON1C2C=CC=CC=2N=N1.F[B-](F)(F)F.N1(OC(N(C)C)=[N+](C)C)C2C=CC=CC=2N=N1.C(N(C(C)C)C(C)C)C.[Cl:61][C:62]1[CH:63]=[C:64]([N:68]2[C:72]([CH2:73][NH2:74])=[CH:71][C:70]([C:75]([F:78])([F:77])[F:76])=[N:69]2)[CH:65]=[CH:66][CH:67]=1. The catalyst is C1COCC1. The product is [Cl:61][C:62]1[CH:63]=[C:64]([N:68]2[C:72]([CH2:73][NH:74][C:14](=[O:16])[CH:13]([C:10]3[CH:11]=[CH:12][C:7]([N:3]4[CH2:4][CH2:5][CH2:6][S:2]4(=[O:1])=[O:19])=[C:8]([F:18])[CH:9]=3)[CH3:17])=[CH:71][C:70]([C:75]([F:76])([F:77])[F:78])=[N:69]2)[CH:65]=[CH:66][CH:67]=1. The yield is 0.720. (4) The reactants are C(Cl)(=O)C(Cl)=O.[CH3:7][S:8]([C:11]1[CH:19]=[CH:18][CH:17]=[CH:16][C:12]=1[C:13]([OH:15])=O)(=[O:10])=[O:9].[Cl:20][C:21]1[CH:22]=[C:23]([CH:37]=[CH:38][C:39]=1[Cl:40])[O:24][CH:25]1[CH2:30][CH2:29][N:28]([CH:31]2[CH2:36][CH2:35][NH:34][CH2:33][CH2:32]2)[CH2:27][CH2:26]1.C(N(CC)CC)C. The catalyst is C(Cl)Cl.CN(C=O)C. The product is [Cl:20][C:21]1[CH:22]=[C:23]([CH:37]=[CH:38][C:39]=1[Cl:40])[O:24][CH:25]1[CH2:26][CH2:27][N:28]([CH:31]2[CH2:32][CH2:33][N:34]([C:13]([C:12]3[CH:16]=[CH:17][CH:18]=[CH:19][C:11]=3[S:8]([CH3:7])(=[O:9])=[O:10])=[O:15])[CH2:35][CH2:36]2)[CH2:29][CH2:30]1. The yield is 0.760. (5) The product is [F:28][C:26]1[CH:25]=[C:24]([N:29]2[CH2:33][CH2:32][CH2:31][C@@H:30]2[C:34]2[CH:35]=[C:36]([C:51]([N:63]3[CH2:68][CH2:67][O:66][CH2:65][CH2:64]3)=[O:53])[CH:37]=[C:38]3[C:43]=2[O:42][C:41]([N:44]2[CH2:45][CH2:46][O:47][CH2:48][CH2:49]2)=[CH:40][C:39]3=[O:50])[CH:23]=[C:22]([F:21])[CH:27]=1. No catalyst specified. The reactants are [B-](F)(F)(F)F.CN(C(ON1C(=O)CCC1=O)=[N+](C)C)C.[F:21][C:22]1[CH:23]=[C:24]([N:29]2[CH2:33][CH2:32][CH2:31][C@@H:30]2[C:34]2[CH:35]=[C:36]([C:51]([OH:53])=O)[CH:37]=[C:38]3[C:43]=2[O:42][C:41]([N:44]2[CH2:49][CH2:48][O:47][CH2:46][CH2:45]2)=[CH:40][C:39]3=[O:50])[CH:25]=[C:26]([F:28])[CH:27]=1.CCN(C(C)C)C(C)C.[NH:63]1[CH2:68][CH2:67][O:66][CH2:65][CH2:64]1. The yield is 0.440.